This data is from Catalyst prediction with 721,799 reactions and 888 catalyst types from USPTO. The task is: Predict which catalyst facilitates the given reaction. (1) Reactant: [F:1][C:2]([F:33])([F:32])[C:3]1[CH:4]=[C:5]([C@H:13]([O:15][C@H:16]2[CH2:24][CH2:23][C@H:22]3[C@@H:18]([CH2:19][NH:20][CH2:21]3)[C@@H:17]2[C:25]2[CH:30]=[CH:29][C:28]([F:31])=[CH:27][CH:26]=2)[CH3:14])[CH:6]=[C:7]([C:9]([F:12])([F:11])[F:10])[CH:8]=1.[C:34]1(=O)[CH2:38][CH2:37][C:36](=[O:39])[CH2:35]1.CC1C=CC(S(O)(=O)=O)=CC=1. Product: [F:33][C:2]([F:1])([F:32])[C:3]1[CH:4]=[C:5]([C@H:13]([O:15][C@H:16]2[CH2:24][CH2:23][C@H:22]3[C@@H:18]([CH2:19][N:20]([C:34]4[CH2:38][CH2:37][C:36](=[O:39])[CH:35]=4)[CH2:21]3)[C@@H:17]2[C:25]2[CH:26]=[CH:27][C:28]([F:31])=[CH:29][CH:30]=2)[CH3:14])[CH:6]=[C:7]([C:9]([F:12])([F:10])[F:11])[CH:8]=1. The catalyst class is: 11. (2) Reactant: Br[C:2]1[CH:24]=[CH:23][C:5]([O:6][CH2:7][CH:8]2[CH2:13][CH2:12][N:11]([CH2:14][C:15]3([C:19]([F:22])([F:21])[F:20])[CH2:18][CH2:17][CH2:16]3)[CH2:10][CH2:9]2)=[CH:4][CH:3]=1.[F:25][C:26]1[CH:31]=[C:30]([C:32]([O:34][CH3:35])=[O:33])[CH:29]=[CH:28][C:27]=1B(O)O.C([O-])([O-])=O.[Cs+].[Cs+].COCCOC. The catalyst class is: 263. Product: [F:25][C:26]1[CH:31]=[C:30]([C:32]([O:34][CH3:35])=[O:33])[CH:29]=[CH:28][C:27]=1[C:2]1[CH:3]=[CH:4][C:5]([O:6][CH2:7][CH:8]2[CH2:9][CH2:10][N:11]([CH2:14][C:15]3([C:19]([F:21])([F:22])[F:20])[CH2:16][CH2:17][CH2:18]3)[CH2:12][CH2:13]2)=[CH:23][CH:24]=1. (3) Product: [CH2:1]([O:8][C:9]1[CH:17]=[C:16]([O:18][CH2:19][C:20]2[CH:21]=[CH:22][CH:23]=[CH:24][CH:25]=2)[C:15]([CH:26]([CH3:28])[CH3:27])=[CH:14][C:10]=1[C:11]([NH:31][N:32]1[CH2:37][CH2:36][CH2:35][CH2:34][CH2:33]1)=[O:12])[C:2]1[CH:3]=[CH:4][CH:5]=[CH:6][CH:7]=1. Reactant: [CH2:1]([O:8][C:9]1[CH:17]=[C:16]([O:18][CH2:19][C:20]2[CH:25]=[CH:24][CH:23]=[CH:22][CH:21]=2)[C:15]([CH:26]([CH3:28])[CH3:27])=[CH:14][C:10]=1[C:11](O)=[O:12])[C:2]1[CH:7]=[CH:6][CH:5]=[CH:4][CH:3]=1.ON1[C:34]2[CH:35]=[CH:36][CH:37]=C[C:33]=2[N:32]=[N:31]1.NN1CCCCC1.Cl.C(N=C=NCCCN(C)C)C.C(N(CC)CC)C. The catalyst class is: 9. (4) Reactant: [Cl:1][C:2]1[N:10]=[C:9]2[C:5]([NH:6][CH:7]=[N:8]2)=[C:4](Cl)[N:3]=1.[C:12]1([C:18]2[CH:25]=[CH:24][C:21]([CH2:22][NH2:23])=[CH:20][CH:19]=2)[CH:17]=[CH:16][CH:15]=[CH:14][CH:13]=1.C(N(CC)CC)C. Product: [Cl:1][C:2]1[N:10]=[C:9]2[C:5]([NH:6][CH:7]=[N:8]2)=[C:4]([NH:23][CH2:22][C:21]2[CH:24]=[CH:25][C:18]([C:12]3[CH:13]=[CH:14][CH:15]=[CH:16][CH:17]=3)=[CH:19][CH:20]=2)[N:3]=1. The catalyst class is: 51. (5) Reactant: Cl.[N+:2]([C:5]1[CH:12]=[CH:11][CH:10]=[CH:9][C:6]=1[CH:7]=[O:8])([O-])=O.C(O)C. Product: [NH2:2][C:5]1[CH:12]=[CH:11][CH:10]=[CH:9][C:6]=1[CH:7]=[O:8]. The catalyst class is: 150. (6) Reactant: [I-].C[S+](C)(C)=O.[CH3:7]C(C)([O-])C.[K+].O1CCCC1.[CH:18]([C@@H:20]([NH:41][C:42](=[O:48])[O:43][C:44]([CH3:47])([CH3:46])[CH3:45])[CH2:21][C@H:22]([CH2:26][C:27]1[CH:32]=[CH:31][C:30]([O:33][CH3:34])=[C:29]([O:35][CH2:36][CH2:37][CH2:38][O:39][CH3:40])[CH:28]=1)[CH:23]([CH3:25])[CH3:24])=[O:19]. Product: [CH3:34][O:33][C:30]1[CH:31]=[CH:32][C:27]([CH2:26][C@H:22]([CH:23]([CH3:24])[CH3:25])[CH2:21][C@H:20]([NH:41][C:42](=[O:48])[O:43][C:44]([CH3:46])([CH3:45])[CH3:47])[C@@H:18]2[CH2:7][O:19]2)=[CH:28][C:29]=1[O:35][CH2:36][CH2:37][CH2:38][O:39][CH3:40]. The catalyst class is: 16. (7) Reactant: [CH2:1]([O:3][C:4]([C:6]1[NH:10][C:9]([C:11]([OH:13])=O)=[C:8]([S:14]([N:17]2[CH2:21][CH2:20][CH2:19][CH2:18]2)(=[O:16])=[O:15])[C:7]=1[CH3:22])=[O:5])[CH3:2].Cl.C[N:25](C)CCCN=C=NCC.ON1C2C=CC=CC=2N=N1.[OH-].[NH4+]. Product: [NH2:25][C:11]([C:9]1[NH:10][C:6]([C:4]([O:3][CH2:1][CH3:2])=[O:5])=[C:7]([CH3:22])[C:8]=1[S:14]([N:17]1[CH2:18][CH2:19][CH2:20][CH2:21]1)(=[O:15])=[O:16])=[O:13]. The catalyst class is: 10. (8) Reactant: [C:1]([O:5][C:6]([N:8]1[CH2:13][CH2:12][CH:11]([C:14]([OH:16])=O)[CH2:10][CH2:9]1)=[O:7])([CH3:4])([CH3:3])[CH3:2].CCN(C(C)C)C(C)C.CN(C(ON1N=NC2C=CC=NC1=2)=[N+](C)C)C.F[P-](F)(F)(F)(F)F.[F:50][C:51]1[CH:59]=[C:58]2[C:54]([C:55]([C:69]3[CH:70]=[C:71]([NH2:76])[C:72]([NH2:75])=[CH:73][CH:74]=3)=[CH:56][N:57]2[S:60]([C:63]2[CH:68]=[CH:67][CH:66]=[CH:65][CH:64]=2)(=[O:62])=[O:61])=[CH:53][CH:52]=1. Product: [NH2:75][C:72]1[CH:73]=[CH:74][C:69]([C:55]2[C:54]3[C:58](=[CH:59][C:51]([F:50])=[CH:52][CH:53]=3)[N:57]([S:60]([C:63]3[CH:68]=[CH:67][CH:66]=[CH:65][CH:64]=3)(=[O:62])=[O:61])[CH:56]=2)=[CH:70][C:71]=1[NH:76][C:14]([CH:11]1[CH2:10][CH2:9][N:8]([C:6]([O:5][C:1]([CH3:2])([CH3:3])[CH3:4])=[O:7])[CH2:13][CH2:12]1)=[O:16]. The catalyst class is: 118.